The task is: Regression. Given two drug SMILES strings and cell line genomic features, predict the synergy score measuring deviation from expected non-interaction effect.. This data is from NCI-60 drug combinations with 297,098 pairs across 59 cell lines. (1) Drug 1: CC1=C2C(C(=O)C3(C(CC4C(C3C(C(C2(C)C)(CC1OC(=O)C(C(C5=CC=CC=C5)NC(=O)C6=CC=CC=C6)O)O)OC(=O)C7=CC=CC=C7)(CO4)OC(=O)C)O)C)OC(=O)C. Drug 2: CC1C(C(CC(O1)OC2CC(OC(C2O)C)OC3=CC4=CC5=C(C(=O)C(C(C5)C(C(=O)C(C(C)O)O)OC)OC6CC(C(C(O6)C)O)OC7CC(C(C(O7)C)O)OC8CC(C(C(O8)C)O)(C)O)C(=C4C(=C3C)O)O)O)O. Cell line: HCT116. Synergy scores: CSS=66.9, Synergy_ZIP=2.83, Synergy_Bliss=7.03, Synergy_Loewe=6.74, Synergy_HSA=4.65. (2) Drug 2: CCCCC(=O)OCC(=O)C1(CC(C2=C(C1)C(=C3C(=C2O)C(=O)C4=C(C3=O)C=CC=C4OC)O)OC5CC(C(C(O5)C)O)NC(=O)C(F)(F)F)O. Drug 1: CC1C(C(CC(O1)OC2CC(CC3=C2C(=C4C(=C3O)C(=O)C5=C(C4=O)C(=CC=C5)OC)O)(C(=O)C)O)N)O.Cl. Cell line: SF-268. Synergy scores: CSS=30.1, Synergy_ZIP=-1.60, Synergy_Bliss=2.61, Synergy_Loewe=-7.02, Synergy_HSA=0.609. (3) Synergy scores: CSS=4.59, Synergy_ZIP=-0.541, Synergy_Bliss=1.88, Synergy_Loewe=0.165, Synergy_HSA=1.84. Drug 2: C1CN1P(=S)(N2CC2)N3CC3. Cell line: OVCAR-4. Drug 1: CN(C)N=NC1=C(NC=N1)C(=O)N. (4) Drug 1: C1CCC(CC1)NC(=O)N(CCCl)N=O. Drug 2: CCC1(C2=C(COC1=O)C(=O)N3CC4=CC5=C(C=CC(=C5CN(C)C)O)N=C4C3=C2)O.Cl. Cell line: SK-MEL-28. Synergy scores: CSS=16.7, Synergy_ZIP=-3.15, Synergy_Bliss=-0.0238, Synergy_Loewe=-5.03, Synergy_HSA=-1.90.